This data is from NCI-60 drug combinations with 297,098 pairs across 59 cell lines. The task is: Regression. Given two drug SMILES strings and cell line genomic features, predict the synergy score measuring deviation from expected non-interaction effect. (1) Drug 1: C1C(C(OC1N2C=NC3=C(N=C(N=C32)Cl)N)CO)O. Drug 2: C1C(C(OC1N2C=NC3=C2NC=NCC3O)CO)O. Cell line: NCI-H226. Synergy scores: CSS=-1.09, Synergy_ZIP=-1.46, Synergy_Bliss=-5.39, Synergy_Loewe=-4.03, Synergy_HSA=-4.55. (2) Drug 1: CCCCCOC(=O)NC1=NC(=O)N(C=C1F)C2C(C(C(O2)C)O)O. Drug 2: CC1C(C(CC(O1)OC2CC(CC3=C2C(=C4C(=C3O)C(=O)C5=C(C4=O)C(=CC=C5)OC)O)(C(=O)CO)O)N)O.Cl. Cell line: OVCAR-5. Synergy scores: CSS=18.9, Synergy_ZIP=-1.78, Synergy_Bliss=-1.55, Synergy_Loewe=-24.8, Synergy_HSA=-2.28. (3) Drug 1: C1=NC2=C(N=C(N=C2N1C3C(C(C(O3)CO)O)O)F)N. Drug 2: CCN(CC)CCNC(=O)C1=C(NC(=C1C)C=C2C3=C(C=CC(=C3)F)NC2=O)C. Cell line: MCF7. Synergy scores: CSS=0.632, Synergy_ZIP=1.20, Synergy_Bliss=2.71, Synergy_Loewe=-1.17, Synergy_HSA=-1.67.